From a dataset of Catalyst prediction with 721,799 reactions and 888 catalyst types from USPTO. Predict which catalyst facilitates the given reaction. (1) Reactant: [CH3:1][C:2]1[N:7]=[C:6]([NH:8]C(=O)OC(C)(C)C)[CH:5]=[N:4][C:3]=1[CH2:16][NH:17][C:18]([C:20]1[N:21]=[N:22][N:23]([CH2:25][C:26]2[CH:27]=[C:28]3[C:33](=[CH:34][CH:35]=2)[N:32]=[C:31]([CH3:36])[CH:30]=[CH:29]3)[CH:24]=1)=[O:19].C(O)(C(F)(F)F)=O. Product: [NH2:8][C:6]1[N:7]=[C:2]([CH3:1])[C:3]([CH2:16][NH:17][C:18]([C:20]2[N:21]=[N:22][N:23]([CH2:25][C:26]3[CH:27]=[C:28]4[C:33](=[CH:34][CH:35]=3)[N:32]=[C:31]([CH3:36])[CH:30]=[CH:29]4)[CH:24]=2)=[O:19])=[N:4][CH:5]=1. The catalyst class is: 2. (2) Reactant: [F:1][C:2]1[CH:7]=[CH:6][C:5]([C:8]2[O:9][C:10]3[CH:19]=[C:18]([N:20]([CH3:25])[S:21]([CH3:24])(=[O:23])=[O:22])[C:17]([C:26]4[CH:31]=[CH:30][CH:29]=[CH:28][CH:27]=4)=[CH:16][C:11]=3[C:12]=2C(O)=O)=[CH:4][CH:3]=1.C1C=CC2N(O)N=NC=2C=1.CCN=C=NCCCN(C)C.CN.CCN(CC)CC.[CH3:62][N:63]([CH:65]=[O:66])C. Product: [F:1][C:2]1[CH:3]=[CH:4][C:5]([C:8]2[O:9][C:10]3[CH:19]=[C:18]([N:20]([CH3:25])[S:21]([CH3:24])(=[O:22])=[O:23])[C:17]([C:26]4[CH:27]=[CH:28][CH:29]=[CH:30][CH:31]=4)=[CH:16][C:11]=3[C:12]=2[C:65]([NH:63][CH3:62])=[O:66])=[CH:6][CH:7]=1. The catalyst class is: 6.